Dataset: Catalyst prediction with 721,799 reactions and 888 catalyst types from USPTO. Task: Predict which catalyst facilitates the given reaction. (1) Reactant: [NH2:1][C:2]1[CH:3]=[N:4][CH:5]=[CH:6][C:7]=1[C:8]([O:10][CH3:11])=[O:9].ClC(Cl)(O[C:16](=[O:22])OC(Cl)(Cl)Cl)Cl.[Br:24][C:25]1[CH:26]=[CH:27][C:28]([NH2:31])=[N:29][CH:30]=1. Product: [Br:24][C:25]1[CH:26]=[CH:27][C:28]([NH:31][C:16]([NH:1][C:2]2[CH:3]=[N:4][CH:5]=[CH:6][C:7]=2[C:8]([O:10][CH3:11])=[O:9])=[O:22])=[N:29][CH:30]=1. The catalyst class is: 2. (2) Reactant: C[O:2][C:3]1[CH:4]=[CH:5][C:6]2[S:10][C:9]([C:11]3[CH:21]=[CH:20][C:14]([C:15]([O:17][CH2:18][CH3:19])=[O:16])=[CH:13][CH:12]=3)=[CH:8][C:7]=2[CH:22]=1.B(Br)(Br)Br.C(OCC)(=O)C. Product: [OH:2][C:3]1[CH:4]=[CH:5][C:6]2[S:10][C:9]([C:11]3[CH:21]=[CH:20][C:14]([C:15]([O:17][CH2:18][CH3:19])=[O:16])=[CH:13][CH:12]=3)=[CH:8][C:7]=2[CH:22]=1. The catalyst class is: 4.